From a dataset of Reaction yield outcomes from USPTO patents with 853,638 reactions. Predict the reaction yield, written as a fraction of the theoretical maximum amount of product (1.0 means a 100% yield; for example, 0.34 means a 34% yield). (1) The reactants are [Br:1][C:2]1[CH:7]=[CH:6][C:5]([C:8]2([CH2:19][OH:20])[CH2:13][CH2:12][C:11](=[CH:14][C:15]([O:17][CH3:18])=[O:16])[CH2:10][CH2:9]2)=[CH:4][CH:3]=1.[H-].[Na+]. The catalyst is O1CCOCC1. The product is [Br:1][C:2]1[CH:3]=[CH:4][C:5]([C:8]23[CH2:9][CH2:10][C:11]([CH2:14][C:15]([O:17][CH3:18])=[O:16])([CH2:12][CH2:13]2)[O:20][CH2:19]3)=[CH:6][CH:7]=1. The yield is 0.780. (2) The reactants are [C:1](Cl)(=[O:3])[CH3:2].[Cl-].[Cl-].[Cl-].[Al+3].C[O:10][C:11]1[CH:19]=[C:18]2[C:14]([CH2:15][C:16](=[O:20])[NH:17]2)=[CH:13][CH:12]=1. The catalyst is C(=S)=S. The product is [C:1]([C:12]1[CH:13]=[C:14]2[C:18](=[CH:19][C:11]=1[OH:10])[NH:17][C:16](=[O:20])[CH2:15]2)(=[O:3])[CH3:2]. The yield is 0.870. (3) The reactants are [F:1][C:2]1[CH:3]=[C:4]([CH:11]=[CH:12][CH:13]=1)[C:5](N(OC)C)=[O:6].[CH:14]([Mg]Br)=C. The catalyst is C1COCC1. The product is [F:1][C:2]1[CH:3]=[C:4]([C:5](=[O:6])[CH3:14])[CH:11]=[CH:12][CH:13]=1. The yield is 0.750. (4) The reactants are C(OC(=O)[NH:7][CH2:8][CH2:9][N:10]1[C:18]2[C:13](=[CH:14][C:15]([CH2:23][O:24][Si:25]([C:38]([CH3:41])([CH3:40])[CH3:39])([C:32]3[CH:37]=[CH:36][CH:35]=[CH:34][CH:33]=3)[C:26]3[CH:31]=[CH:30][CH:29]=[CH:28][CH:27]=3)=[C:16]([S:19]([CH3:22])(=[O:21])=[O:20])[CH:17]=2)[CH:12]=[C:11]1[C:42](=O)[CH:43]([CH3:45])[CH3:44])(C)(C)C.FC(F)(F)C(O)=O. The product is [Si:25]([O:24][CH2:23][C:15]1[C:16]([S:19]([CH3:22])(=[O:20])=[O:21])=[CH:17][C:18]2[N:10]3[CH2:9][CH2:8][N:7]=[C:42]([CH:43]([CH3:45])[CH3:44])[C:11]3=[CH:12][C:13]=2[CH:14]=1)([C:38]([CH3:41])([CH3:39])[CH3:40])([C:32]1[CH:37]=[CH:36][CH:35]=[CH:34][CH:33]=1)[C:26]1[CH:31]=[CH:30][CH:29]=[CH:28][CH:27]=1. The yield is 0.650. The catalyst is C(Cl)Cl.